Task: Regression/Classification. Given a drug SMILES string, predict its toxicity properties. Task type varies by dataset: regression for continuous values (e.g., LD50, hERG inhibition percentage) or binary classification for toxic/non-toxic outcomes (e.g., AMES mutagenicity, cardiotoxicity, hepatotoxicity). Dataset: ld50_zhu.. Dataset: Acute oral toxicity (LD50) regression data from Zhu et al. (1) The drug is O=C(O)C(Cl)CCl. The rat oral LD50 is 2.53, given as -log10 of the dose in mol/kg body weight (higher means more acutely toxic). (2) The drug is CCCC(=O)OCC(COC(=O)CCC)OC(=O)CCC. The rat oral LD50 is 1.98, given as -log10 of the dose in mol/kg body weight (higher means more acutely toxic). (3) The compound is CN(C)C(=O)Nc1cccc(OC(F)(F)C(F)F)c1. The rat oral LD50 is 2.35, given as -log10 of the dose in mol/kg body weight (higher means more acutely toxic). (4) The drug is Nc1ccc(N)c([N+](=O)[O-])c1. The rat oral LD50 is 1.70, given as -log10 of the dose in mol/kg body weight (higher means more acutely toxic). (5) The drug is CCCCCCC#COC(=O)OCC. The rat oral LD50 is 1.84, given as -log10 of the dose in mol/kg body weight (higher means more acutely toxic). (6) The compound is CCN(C)CCC(CC=C(C)C)(C(N)=O)c1cccc2ccccc12. The rat oral LD50 is 3.68, given as -log10 of the dose in mol/kg body weight (higher means more acutely toxic).